From a dataset of Catalyst prediction with 721,799 reactions and 888 catalyst types from USPTO. Predict which catalyst facilitates the given reaction. (1) Reactant: Br[C:2]1[CH:3]=[CH:4][C:5]([N+:15]([O-:17])=[O:16])=[C:6]([NH:8][C:9]2[CH:14]=[CH:13][CH:12]=[CH:11][CH:10]=2)[CH:7]=1.[CH3:18][N:19]1[CH2:24][CH2:23][NH:22][CH2:21][CH2:20]1. Product: [CH3:18][N:19]1[CH2:24][CH2:23][N:22]([C:2]2[CH:3]=[CH:4][C:5]([N+:15]([O-:17])=[O:16])=[C:6]([NH:8][C:9]3[CH:14]=[CH:13][CH:12]=[CH:11][CH:10]=3)[CH:7]=2)[CH2:21][CH2:20]1. The catalyst class is: 37. (2) Reactant: [N:1]([CH2:4][C@@H:5]1[C@@H:9]([O:10][Si](C(C)(C)C)(C)C)[CH2:8][N:7]([C:18]([O:20][CH2:21][C:22]2[CH:27]=[CH:26][CH:25]=[CH:24][CH:23]=2)=[O:19])[CH2:6]1)=[N+:2]=[N-:3].[F-].C([N+](CCCC)(CCCC)CCCC)CCC.[Cl-].[Na+]. Product: [N:1]([CH2:4][C@@H:5]1[C@@H:9]([OH:10])[CH2:8][N:7]([C:18]([O:20][CH2:21][C:22]2[CH:27]=[CH:26][CH:25]=[CH:24][CH:23]=2)=[O:19])[CH2:6]1)=[N+:2]=[N-:3]. The catalyst class is: 7. (3) Reactant: Cl.[CH3:2][O:3][C:4]1[C:9]2[N:10]=[C:11]([C:13]3[NH:22][C:16]4[CH2:17][CH2:18][NH:19][CH2:20][CH2:21][C:15]=4[N:14]=3)[S:12][C:8]=2[C:7]([N:23]2[CH2:28][CH2:27][O:26][CH2:25][CH2:24]2)=[CH:6][CH:5]=1.C(N(C(C)C)C(C)C)C.[CH2:38]([O:40][C:41](Cl)=[O:42])[CH3:39]. Product: [CH2:38]([O:40][C:41]([N:19]1[CH2:20][CH2:21][C:15]2[N:14]=[C:13]([C:11]3[S:12][C:8]4[C:7]([N:23]5[CH2:24][CH2:25][O:26][CH2:27][CH2:28]5)=[CH:6][CH:5]=[C:4]([O:3][CH3:2])[C:9]=4[N:10]=3)[NH:22][C:16]=2[CH2:17][CH2:18]1)=[O:42])[CH3:39]. The catalyst class is: 7. (4) Reactant: [CH:1]1[C:14]2[C:5]3=[C:6]4[C:11](=[CH:12][CH:13]=2)[CH:10]=[CH:9][CH:8]=[C:7]4[CH2:15][C:4]3=[CH:3][CH:2]=1.[H][H]. Product: [CH:10]1[C:11]2[CH2:12][CH2:13][C:14]3[CH:1]=[CH:2][CH:3]=[C:4]4[CH2:15][C:7]([C:6]=2[C:5]=34)=[CH:8][CH:9]=1. The catalyst class is: 50. (5) Reactant: [CH2:1]([N:4]1[CH:8]=[CH:7][N:6]=[C:5]1[C:9]1[S:13][C:12](Br)=[N:11][C:10]=1[Br:15])[CH:2]=[CH2:3].C[Sn](C)(C)[C:18]1[CH:23]=[CH:22][N:21]=[C:20]([NH:24][C:25](=[O:27])[CH3:26])[CH:19]=1.[Cl-].[Li+]. Product: [CH2:1]([N:4]1[CH:8]=[CH:7][N:6]=[C:5]1[C:9]1[S:13][C:12]([C:18]2[CH:23]=[CH:22][N:21]=[C:20]([NH:24][C:25](=[O:27])[CH3:26])[CH:19]=2)=[N:11][C:10]=1[Br:15])[CH:2]=[CH2:3]. The catalyst class is: 185. (6) Reactant: [C:1]([C:4]1[C:12]2[C:7](=[CH:8][CH:9]=[C:10]([NH:13][C:14]3[N:19]=[CH:18][C:17]([C:20]#[N:21])=[CH:16][N:15]=3)[CH:11]=2)[N:6]([CH2:22][C:23]([OH:25])=O)[N:5]=1)(=[O:3])[NH2:2].CCN(C(C)C)C(C)C.Cl.[Cl:36][C:37]1[CH:42]=[CH:41][CH:40]=[CH:39][C:38]=1[C:43]1[CH:48]=[CH:47][CH:46]=[C:45]([NH:49][C:50]([C@@H:52]2[CH2:56][C@@H:55]([F:57])[CH2:54][NH:53]2)=[O:51])[C:44]=1[F:58].CN(C(ON1N=NC2C=CC=NC1=2)=[N+](C)C)C.F[P-](F)(F)(F)(F)F. Product: [Cl:36][C:37]1[CH:42]=[CH:41][CH:40]=[CH:39][C:38]=1[C:43]1[CH:48]=[CH:47][CH:46]=[C:45]([NH:49][C:50]([C@@H:52]2[CH2:56][C@@H:55]([F:57])[CH2:54][N:53]2[C:23](=[O:25])[CH2:22][N:6]2[C:7]3[C:12](=[CH:11][C:10]([NH:13][C:14]4[N:15]=[CH:16][C:17]([C:20]#[N:21])=[CH:18][N:19]=4)=[CH:9][CH:8]=3)[C:4]([C:1]([NH2:2])=[O:3])=[N:5]2)=[O:51])[C:44]=1[F:58]. The catalyst class is: 18. (7) Reactant: [CH2:1]([O:3][C:4]([N:6]1[C:15]2[C:10](=[N:11][C:12]([O:16][CH3:17])=[CH:13][CH:14]=2)[C@@H:9]([NH:18][C:19]2[N:24]=[C:23]([CH2:25][C:26]3[CH:31]=[C:30]([C:32]([F:35])([F:34])[F:33])[CH:29]=[C:28]([C:36]([F:39])([F:38])[F:37])[CH:27]=3)[C:22]([CH2:40][CH2:41][CH2:42]Br)=[CH:21][N:20]=2)[CH2:8][C@H:7]1[CH2:44][CH3:45])=[O:5])[CH3:2].[CH3:46][S-:47].[Na+]. Product: [CH2:1]([O:3][C:4]([N:6]1[C:15]2[C:10](=[N:11][C:12]([O:16][CH3:17])=[CH:13][CH:14]=2)[C@@H:9]([NH:18][C:19]2[N:24]=[C:23]([CH2:25][C:26]3[CH:31]=[C:30]([C:32]([F:35])([F:34])[F:33])[CH:29]=[C:28]([C:36]([F:39])([F:38])[F:37])[CH:27]=3)[C:22]([CH2:40][CH2:41][CH2:42][S:47][CH3:46])=[CH:21][N:20]=2)[CH2:8][C@H:7]1[CH2:44][CH3:45])=[O:5])[CH3:2]. The catalyst class is: 7.